Dataset: Forward reaction prediction with 1.9M reactions from USPTO patents (1976-2016). Task: Predict the product of the given reaction. (1) The product is: [CH2:20]([C:22]1[CH:27]=[CH:26][C:25]([CH2:28][CH2:29][NH:30][C:14]([CH2:13][O:12][C:8]2[CH:7]=[C:6]([CH2:5][CH:4]([O:17][CH3:18])[C:3]([OH:2])=[O:19])[CH:11]=[CH:10][CH:9]=2)=[O:16])=[CH:24][CH:23]=1)[CH3:21]. Given the reactants C[O:2][C:3](=[O:19])[CH:4]([O:17][CH3:18])[CH2:5][C:6]1[CH:11]=[CH:10][CH:9]=[C:8]([O:12][CH2:13][C:14]([OH:16])=O)[CH:7]=1.[CH2:20]([C:22]1[CH:27]=[CH:26][C:25]([CH2:28][CH2:29][NH2:30])=[CH:24][CH:23]=1)[CH3:21].C(O[C@@H](CC1C=CC(O[C@@H](C(=O)NCCC2C=CC(OC3C=CC=CC=3)=CC=2)C)=CC=1)C(O)=O)C, predict the reaction product. (2) Given the reactants [C:1]([OH:6])(=[O:5])[C:2]([CH3:4])=O.[Cl:7][C:8]1[CH:19]=[CH:18][C:17]([F:20])=[CH:16][C:9]=1[CH2:10][NH:11][C:12]([NH:14][NH2:15])=[S:13].OS(O)(=O)=O.[CH3:26]O, predict the reaction product. The product is: [Cl:7][C:8]1[CH:19]=[CH:18][C:17]([F:20])=[CH:16][C:9]=1[CH2:10][NH:11][C:12]([NH:14][N:15]=[C:2]([CH3:4])[C:1]([O:6][CH3:26])=[O:5])=[S:13]. (3) Given the reactants [Br:1][C:2]1[CH:3]=[CH:4][CH:5]=[C:6]2[C:11]=1[CH:10]=[N:9][CH:8]=[CH:7]2.[OH:12]O, predict the reaction product. The product is: [Br:1][C:2]1[CH:3]=[CH:4][CH:5]=[C:6]2[C:11]=1[CH:10]=[N+:9]([O-:12])[CH:8]=[CH:7]2. (4) Given the reactants CS(O[CH:6]1[CH2:9][N:8]([C:10]2[S:11][CH:12]=[C:13]([C:15]([N:17]3[CH2:20][CH:19]([O:21][CH3:22])[CH2:18]3)=[O:16])[N:14]=2)[CH2:7]1)(=O)=O.[C:23]([O-:26])(=[S:25])[CH3:24].[K+], predict the reaction product. The product is: [C:23]([S:25][CH:6]1[CH2:7][N:8]([C:10]2[S:11][CH:12]=[C:13]([C:15]([N:17]3[CH2:18][CH:19]([O:21][CH3:22])[CH2:20]3)=[O:16])[N:14]=2)[CH2:9]1)(=[O:26])[CH3:24]. (5) The product is: [Cl:23][C:3]1[CH:4]=[C:5]([O:6][C:7]2[CH:12]=[CH:11][N:10]=[C:9]([NH:13][C:14]([N:16]3[CH2:20][CH2:19][CH2:18][CH2:17]3)=[O:15])[CH:8]=2)[CH:21]=[CH:22][C:2]=1[NH:1][C:61](=[O:60])[CH2:62][C:65]([NH:38][C:42]1[CH:43]=[CH:44][C:45]([F:31])=[CH:46][CH:41]=1)=[O:66]. Given the reactants [NH2:1][C:2]1[CH:22]=[CH:21][C:5]([O:6][C:7]2[CH:12]=[CH:11][N:10]=[C:9]([NH:13][C:14]([N:16]3[CH2:20][CH2:19][CH2:18][CH2:17]3)=[O:15])[CH:8]=2)=[CH:4][C:3]=1[Cl:23].C(N(CC)CC)C.[F:31][P-](F)(F)(F)(F)F.[N:38]1(O[P+](N(C)C)(N(C)C)N(C)C)[C:42]2[CH:43]=[CH:44][CH:45]=[CH:46][C:41]=2N=N1.C([O:60][CH2:61][CH3:62])C.CN(C)[CH:65]=[O:66], predict the reaction product.